From a dataset of Full USPTO retrosynthesis dataset with 1.9M reactions from patents (1976-2016). Predict the reactants needed to synthesize the given product. Given the product [Br:1][C:2]1[CH:7]=[CH:6][C:5]([C:8]2[C:13]([C:14]([OH:16])=[O:15])=[C:12]([CH3:18])[N:11]=[CH:10][CH:9]=2)=[C:4]([F:19])[C:3]=1[F:20], predict the reactants needed to synthesize it. The reactants are: [Br:1][C:2]1[CH:7]=[CH:6][C:5]([C:8]2[C:13]([C:14]([O:16]C)=[O:15])=[C:12]([CH3:18])[N:11]=[CH:10][CH:9]=2)=[C:4]([F:19])[C:3]=1[F:20].[OH-].[Na+].Cl.